This data is from Reaction yield outcomes from USPTO patents with 853,638 reactions. The task is: Predict the reaction yield, written as a fraction of the theoretical maximum amount of product (1.0 means a 100% yield; for example, 0.34 means a 34% yield). (1) The reactants are CCN=C=NCCCN(C)C.[F:12][C:13]1[CH:18]=[CH:17][C:16]([N:19]2[C:24](=[O:25])[C:23]([C:26]([OH:28])=O)=[CH:22][CH:21]=[N:20]2)=[CH:15][CH:14]=1.[CH3:29][O:30][C:31]1[CH:65]=[CH:64][C:34]([CH2:35][N:36]2[C:40]3=[N:41][CH:42]=[CH:43][C:44]([O:45][C:46]4[CH:51]=[CH:50][C:49]([NH2:52])=[CH:48][C:47]=4[F:53])=[C:39]3[C:38]([N:54]3[CH2:59][CH2:58][N:57]([CH2:60][CH2:61][O:62][CH3:63])[CH2:56][CH2:55]3)=[N:37]2)=[CH:33][CH:32]=1.C(N(CC)CC)C. The catalyst is CN(C=O)C.CCOC(C)=O. The product is [CH3:29][O:30][C:31]1[CH:32]=[CH:33][C:34]([CH2:35][N:36]2[C:40]3=[N:41][CH:42]=[CH:43][C:44]([O:45][C:46]4[CH:51]=[CH:50][C:49]([NH:52][C:26]([C:23]5[C:24](=[O:25])[N:19]([C:16]6[CH:15]=[CH:14][C:13]([F:12])=[CH:18][CH:17]=6)[N:20]=[CH:21][CH:22]=5)=[O:28])=[CH:48][C:47]=4[F:53])=[C:39]3[C:38]([N:54]3[CH2:59][CH2:58][N:57]([CH2:60][CH2:61][O:62][CH3:63])[CH2:56][CH2:55]3)=[N:37]2)=[CH:64][CH:65]=1. The yield is 0.100. (2) The product is [F:1][C:2]1[CH:3]=[CH:4][C:5]([C:6]([NH:8][C:18]2[C:19]([C:24]([O:26][CH3:27])=[O:25])=[N:20][CH:21]=[CH:22][N:23]=2)=[O:7])=[CH:28][CH:29]=1. The catalyst is CC(O)C.O1CCOCC1. The reactants are [F:1][C:2]1[CH:29]=[CH:28][C:5]([C:6]([N:8]([C:18]2[C:19]([C:24]([O:26][CH3:27])=[O:25])=[N:20][CH:21]=[CH:22][N:23]=2)C(=O)C2C=CC(F)=CC=2)=[O:7])=[CH:4][CH:3]=1.NN. The yield is 0.880. (3) The reactants are [CH3:1][C:2]1[CH:7]=[CH:6][C:5]([C:8]2[CH:13]=[C:12]([N+:14]([O-:16])=[O:15])[CH:11]=[C:10]([C:17]([OH:19])=[O:18])[CH:9]=2)=[CH:4][CH:3]=1.O=S(Cl)Cl.[CH3:24]O. No catalyst specified. The product is [CH3:24][O:18][C:17]([C:10]1[CH:9]=[C:8]([C:5]2[CH:6]=[CH:7][C:2]([CH3:1])=[CH:3][CH:4]=2)[CH:13]=[C:12]([N+:14]([O-:16])=[O:15])[CH:11]=1)=[O:19]. The yield is 0.920. (4) The reactants are [Br:1][C:2]1[CH:7]=[CH:6][C:5]([CH:8]([CH3:13])[CH2:9][C:10]([NH2:12])=O)=[CH:4][CH:3]=1.[H-].[Al+3].[Li+].[H-].[H-].[H-].[OH-].[Na+]. The catalyst is O1CCCC1. The product is [Br:1][C:2]1[CH:3]=[CH:4][C:5]([CH:8]([CH3:13])[CH2:9][CH2:10][NH2:12])=[CH:6][CH:7]=1. The yield is 1.00. (5) The reactants are C(OC([N:8]1[C:16]2[CH:15]=[CH:14][N:13]=[CH:12][C:11]=2[CH:10]=[C:9]1[CH2:17][N:18]1[CH2:23][CH2:22][NH:21][CH2:20][C:19]1=[O:24])=O)(C)(C)C.C(=O)([O-])[O-].[K+].[K+].[CH2:31](Br)[C:32]#[CH:33]. The catalyst is CC#N. The product is [CH2:33]([N:21]1[CH2:22][CH2:23][N:18]([CH2:17][C:9]2[NH:8][C:16]3[CH:15]=[CH:14][N:13]=[CH:12][C:11]=3[CH:10]=2)[C:19](=[O:24])[CH2:20]1)[C:32]#[CH:31]. The yield is 0.700. (6) The reactants are [NH2:1][C:2]1[N:3]=[C:4]([N:19]2[CH2:24][CH2:23][N:22]([C:25](=[O:35])[CH2:26][O:27][C:28]3[CH:33]=[CH:32][C:31]([Cl:34])=[CH:30][CH:29]=3)[CH2:21][CH2:20]2)[C:5]2[N:10]=[C:9]([CH2:11][C:12]3[CH:17]=[CH:16][C:15]([Cl:18])=[CH:14][CH:13]=3)[S:8][C:6]=2[N:7]=1.[OH-].[Na+].[CH3:38]N(C=O)C. The catalyst is ClCCl. The product is [NH2:1][C:2]1[N:3]=[C:4]([N:19]2[CH2:24][CH2:23][N:22]([C:25](=[O:35])[CH2:26][O:27][C:28]3[CH:29]=[CH:30][C:31]([Cl:34])=[CH:32][CH:33]=3)[CH2:21][CH2:20]2)[C:5]2[N:10]=[C:9]([CH:11]([C:12]3[CH:17]=[CH:16][C:15]([Cl:18])=[CH:14][CH:13]=3)[CH3:38])[S:8][C:6]=2[N:7]=1. The yield is 0.740. (7) The reactants are [Br:1][C:2]1[C:3]([CH3:10])=[C:4](N)[CH:5]=[N:6][C:7]=1[CH3:8].[B-](F)(F)(F)[F:12].N#[O+].F[B-](F)(F)F.C([N+]1C=CN(C)C=1)CCC. The catalyst is C(OCC)(=O)C. The product is [Br:1][C:2]1[C:7]([CH3:8])=[N:6][CH:5]=[C:4]([F:12])[C:3]=1[CH3:10]. The yield is 0.430. (8) The product is [NH:1]1[C:7](=[S:14])[CH2:6][CH2:5][NH:4][C:3]2[CH:9]=[CH:10][CH:11]=[CH:12][C:2]1=2. The yield is 0.590. The catalyst is N1C=CC=CC=1. The reactants are [NH:1]1[C:7](=O)[CH2:6][CH2:5][NH:4][C:3]2[CH:9]=[CH:10][CH:11]=[CH:12][C:2]1=2.P12(SP3(SP(SP(S3)(S1)=S)(=S)S2)=S)=[S:14].O.C(OCC)(=O)C.